This data is from Forward reaction prediction with 1.9M reactions from USPTO patents (1976-2016). The task is: Predict the product of the given reaction. Given the reactants Cl.C[O:3][C:4]1[S:5][C:6]([CH2:9][CH2:10][CH2:11][C:12]([O:14]C(C)(C)C)=[O:13])=[CH:7][N:8]=1, predict the reaction product. The product is: [O:3]=[C:4]1[NH:8][CH:7]=[C:6]([CH2:9][CH2:10][CH2:11][C:12]([OH:14])=[O:13])[S:5]1.